From a dataset of Reaction yield outcomes from USPTO patents with 853,638 reactions. Predict the reaction yield, written as a fraction of the theoretical maximum amount of product (1.0 means a 100% yield; for example, 0.34 means a 34% yield). (1) The reactants are [H-].[H-].[H-].[H-].[Li+].[Al+3].[Cl:7][C:8]1[CH:9]=[C:10]([CH:15]=[C:16]([Cl:35])[C:17]=1[O:18][C:19]1[CH:24]=[CH:23][C:22]([O:25][CH3:26])=[C:21]([CH2:27][C:28]2[CH:33]=[CH:32][C:31]([F:34])=[CH:30][CH:29]=2)[CH:20]=1)[C:11](OC)=[O:12]. The catalyst is C1COCC1. The product is [Cl:7][C:8]1[CH:9]=[C:10]([CH:15]=[C:16]([Cl:35])[C:17]=1[O:18][C:19]1[CH:24]=[CH:23][C:22]([O:25][CH3:26])=[C:21]([CH2:27][C:28]2[CH:33]=[CH:32][C:31]([F:34])=[CH:30][CH:29]=2)[CH:20]=1)[CH2:11][OH:12]. The yield is 0.700. (2) The reactants are [Na].C([O:4][C:5](=O)[CH:6]([C:12]1[CH:17]=[CH:16][CH:15]=[CH:14][C:13]=1[F:18])[C:7](OCC)=[O:8])C.[NH2:20][C:21]([NH2:23])=[S:22].O. The catalyst is C(O)C. The product is [F:18][C:13]1[CH:14]=[CH:15][CH:16]=[CH:17][C:12]=1[CH:6]1[C:5](=[O:4])[NH:23][C:21](=[S:22])[NH:20][C:7]1=[O:8]. The yield is 0.460. (3) The reactants are [CH:1]1([CH2:4][N:5]2[C:9]3[CH:10]=[CH:11][C:12]([C:14](O)=[O:15])=[CH:13][C:8]=3[N:7]=[C:6]2[CH2:17][C:18]2[CH:23]=[CH:22][C:21]([O:24][CH2:25][CH3:26])=[CH:20][CH:19]=2)[CH2:3][CH2:2]1.CN(C(ON1N=NC2[CH:38]=[CH:39][CH:40]=[N:41][C:36]1=2)=[N+](C)C)C.F[P-](F)(F)(F)(F)F.CCN(C(C)C)C(C)C.N1CCCC1.Cl. The catalyst is CN(C=O)C.C(OCC)C. The product is [CH:1]1([CH2:4][N:5]2[C:9]3[CH:10]=[CH:11][C:12]([C:14]([N:41]4[CH2:40][CH2:39][CH2:38][CH2:36]4)=[O:15])=[CH:13][C:8]=3[N:7]=[C:6]2[CH2:17][C:18]2[CH:23]=[CH:22][C:21]([O:24][CH2:25][CH3:26])=[CH:20][CH:19]=2)[CH2:2][CH2:3]1. The yield is 0.790.